Dataset: Forward reaction prediction with 1.9M reactions from USPTO patents (1976-2016). Task: Predict the product of the given reaction. (1) Given the reactants [Br:1]Br.Cl.[C:4]([C:7]1([C:13]2[CH:18]=[CH:17][CH:16]=[CH:15][CH:14]=2)[CH2:12][CH2:11][NH:10][CH2:9][CH2:8]1)(=[O:6])[CH3:5].CCOCC, predict the reaction product. The product is: [BrH:1].[Br:1][CH2:5][C:4]([C:7]1([C:13]2[CH:18]=[CH:17][CH:16]=[CH:15][CH:14]=2)[CH2:8][CH2:9][NH:10][CH2:11][CH2:12]1)=[O:6]. (2) Given the reactants [N:1]1[C:9]2[C:4](=[N:5][CH:6]=[CH:7][CH:8]=2)[N:3]([CH2:10][C:11]2[CH:22]=[CH:21][C:14]3[N:15]=[C:16](S(C)=O)[S:17][C:13]=3[CH:12]=2)[CH:2]=1.N1C2C(=NC=CC=2)N(CC2C=CC3N=C(S(C)(=O)=O)SC=3C=2)C=1.[NH2:46][C@@H:47]1[CH2:52][CH2:51][CH2:50][CH2:49][C@H:48]1[CH2:53][OH:54].CCN(C(C)C)C(C)C, predict the reaction product. The product is: [N:1]1[C:9]2[C:4](=[N:5][CH:6]=[CH:7][CH:8]=2)[N:3]([CH2:10][C:11]2[CH:22]=[CH:21][C:14]3[N:15]=[C:16]([NH:46][C@@H:47]4[CH2:52][CH2:51][CH2:50][CH2:49][C@H:48]4[CH2:53][OH:54])[S:17][C:13]=3[CH:12]=2)[CH:2]=1.